From a dataset of NCI-60 drug combinations with 297,098 pairs across 59 cell lines. Regression. Given two drug SMILES strings and cell line genomic features, predict the synergy score measuring deviation from expected non-interaction effect. (1) Drug 1: CCCS(=O)(=O)NC1=C(C(=C(C=C1)F)C(=O)C2=CNC3=C2C=C(C=N3)C4=CC=C(C=C4)Cl)F. Drug 2: CC1C(C(=O)NC(C(=O)N2CCCC2C(=O)N(CC(=O)N(C(C(=O)O1)C(C)C)C)C)C(C)C)NC(=O)C3=C4C(=C(C=C3)C)OC5=C(C(=O)C(=C(C5=N4)C(=O)NC6C(OC(=O)C(N(C(=O)CN(C(=O)C7CCCN7C(=O)C(NC6=O)C(C)C)C)C)C(C)C)C)N)C. Cell line: LOX IMVI. Synergy scores: CSS=47.6, Synergy_ZIP=19.0, Synergy_Bliss=20.9, Synergy_Loewe=21.4, Synergy_HSA=21.6. (2) Drug 1: C1=CC(=C2C(=C1NCCNCCO)C(=O)C3=C(C=CC(=C3C2=O)O)O)NCCNCCO. Drug 2: CC12CCC3C(C1CCC2OP(=O)(O)O)CCC4=C3C=CC(=C4)OC(=O)N(CCCl)CCCl.[Na+]. Cell line: SK-MEL-28. Synergy scores: CSS=36.1, Synergy_ZIP=-4.71, Synergy_Bliss=-4.39, Synergy_Loewe=-32.5, Synergy_HSA=-1.95. (3) Drug 1: C1CCC(CC1)NC(=O)N(CCCl)N=O. Drug 2: C1=CC=C(C(=C1)C(C2=CC=C(C=C2)Cl)C(Cl)Cl)Cl. Cell line: ACHN. Synergy scores: CSS=23.6, Synergy_ZIP=-5.58, Synergy_Bliss=-3.45, Synergy_Loewe=-9.31, Synergy_HSA=-2.96. (4) Drug 1: CC(C)(C#N)C1=CC(=CC(=C1)CN2C=NC=N2)C(C)(C)C#N. Drug 2: C(CN)CNCCSP(=O)(O)O. Cell line: NCI-H460. Synergy scores: CSS=-2.03, Synergy_ZIP=3.43, Synergy_Bliss=3.42, Synergy_Loewe=-5.34, Synergy_HSA=-3.10. (5) Drug 1: C1CCC(C1)C(CC#N)N2C=C(C=N2)C3=C4C=CNC4=NC=N3. Drug 2: CC1=C2C(C(=O)C3(C(CC4C(C3C(C(C2(C)C)(CC1OC(=O)C(C(C5=CC=CC=C5)NC(=O)OC(C)(C)C)O)O)OC(=O)C6=CC=CC=C6)(CO4)OC(=O)C)OC)C)OC. Cell line: LOX IMVI. Synergy scores: CSS=50.4, Synergy_ZIP=2.28, Synergy_Bliss=0.0759, Synergy_Loewe=-8.58, Synergy_HSA=3.19. (6) Drug 1: C1CC(=O)NC(=O)C1N2CC3=C(C2=O)C=CC=C3N. Drug 2: C1CC(C1)(C(=O)O)C(=O)O.[NH2-].[NH2-].[Pt+2]. Cell line: A498. Synergy scores: CSS=5.14, Synergy_ZIP=-4.44, Synergy_Bliss=-1.86, Synergy_Loewe=-0.640, Synergy_HSA=-0.604.